This data is from Reaction yield outcomes from USPTO patents with 853,638 reactions. The task is: Predict the reaction yield, written as a fraction of the theoretical maximum amount of product (1.0 means a 100% yield; for example, 0.34 means a 34% yield). (1) The reactants are [Si]([O:18][CH:19]1[CH2:22][N:21]([C:23]2[S:24][CH:25]=[C:26]([CH2:28][NH:29][C:30]([O:32][CH2:33][C:34]3[CH:39]=[CH:38][C:37]([N+:40]([O-:42])=[O:41])=[CH:36][CH:35]=3)=[O:31])[N:27]=2)[CH2:20]1)(C(C)(C)C)(C1C=CC=CC=1)C1C=CC=CC=1.C(O)(=O)C.[F-].C([N+](CCCC)(CCCC)CCCC)CCC. The catalyst is O1CCCC1. The product is [OH:18][CH:19]1[CH2:20][N:21]([C:23]2[S:24][CH:25]=[C:26]([CH2:28][NH:29][C:30]([O:32][CH2:33][C:34]3[CH:39]=[CH:38][C:37]([N+:40]([O-:42])=[O:41])=[CH:36][CH:35]=3)=[O:31])[N:27]=2)[CH2:22]1. The yield is 0.870. (2) The reactants are [C:1]1([C:18]2[CH:23]=[CH:22][CH:21]=[CH:20][CH:19]=2)[CH:6]=[CH:5][CH:4]=[CH:3][C:2]=1[CH2:7][N:8]1[C:12]([CH3:13])=[C:11]([C:14]([O:16]C)=[O:15])[N:10]=[N:9]1.[OH-].[Na+]. The catalyst is CO. The product is [C:1]1([C:18]2[CH:23]=[CH:22][CH:21]=[CH:20][CH:19]=2)[CH:6]=[CH:5][CH:4]=[CH:3][C:2]=1[CH2:7][N:8]1[C:12]([CH3:13])=[C:11]([C:14]([OH:16])=[O:15])[N:10]=[N:9]1. The yield is 0.770. (3) The reactants are [F:1][C:2]([F:15])([F:14])[C:3]1[CH:8]=[CH:7][C:6](B2OCCO2)=[CH:5][CH:4]=1.Br[C:17]1[CH:18]=[C:19]([CH:22]=[C:23]([O:25][CH3:26])[CH:24]=1)[C:20]#[N:21].C(=O)([O-])[O-].[K+].[K+].O. The catalyst is CN(C=O)C.C1C=CC([P]([Pd]([P](C2C=CC=CC=2)(C2C=CC=CC=2)C2C=CC=CC=2)([P](C2C=CC=CC=2)(C2C=CC=CC=2)C2C=CC=CC=2)[P](C2C=CC=CC=2)(C2C=CC=CC=2)C2C=CC=CC=2)(C2C=CC=CC=2)C2C=CC=CC=2)=CC=1. The product is [CH3:26][O:25][C:23]1[CH:22]=[C:19]([C:20]#[N:21])[CH:18]=[C:17]([C:6]2[CH:5]=[CH:4][C:3]([C:2]([F:1])([F:14])[F:15])=[CH:8][CH:7]=2)[CH:24]=1. The yield is 0.690. (4) The reactants are [NH2:1][C:2]1[CH:3]=[CH:4][C:5]2[C:14]3[C:9](=[C:10]([F:16])[C:11]([F:15])=[CH:12][CH:13]=3)[O:8][C:7](=[O:17])[C:6]=2[CH:18]=1.II. The catalyst is CC(C)=O. The product is [F:16][C:10]1[C:11]([F:15])=[CH:12][CH:13]=[C:14]2[C:9]=1[O:8][C:7](=[O:17])[C:6]1[C:5]2=[CH:4][CH:3]=[C:2]2[C:18]=1[C:3]([CH3:2])=[CH:4][C:5]([CH3:14])([CH3:6])[NH:1]2. The yield is 0.310. (5) The reactants are Br[C:2]1[CH:3]=[C:4]([Cl:20])[C:5]([CH2:8][N:9]2[C:17](=[O:18])[C:16]3[C:11](=[CH:12][CH:13]=[CH:14][CH:15]=3)[C:10]2=[O:19])=[N:6][CH:7]=1.C([O-])([O-])=O.[K+].[K+].[C:27]1(C)C=CC=C[CH:28]=1. The catalyst is C1C=CC([P]([Pd]([P](C2C=CC=CC=2)(C2C=CC=CC=2)C2C=CC=CC=2)([P](C2C=CC=CC=2)(C2C=CC=CC=2)C2C=CC=CC=2)[P](C2C=CC=CC=2)(C2C=CC=CC=2)C2C=CC=CC=2)(C2C=CC=CC=2)C2C=CC=CC=2)=CC=1. The product is [Cl:20][C:4]1[C:5]([CH2:8][N:9]2[C:17](=[O:18])[C:16]3[C:11](=[CH:12][CH:13]=[CH:14][CH:15]=3)[C:10]2=[O:19])=[N:6][CH:7]=[C:2]([CH:27]=[CH2:28])[CH:3]=1. The yield is 0.650. (6) The reactants are [NH:1]1[C:5]2[CH:6]=[CH:7][C:8]([NH2:10])=[CH:9][C:4]=2[N:3]=[N:2]1.N1C=CC=CC=1.Cl[C:18]([O:20][C:21]1[CH:26]=[CH:25][CH:24]=[CH:23][CH:22]=1)=[O:19]. The catalyst is C1COCC1.CC#N.C(Cl)Cl. The product is [NH:1]1[C:5]2[CH:6]=[CH:7][C:8]([NH:10][C:18](=[O:19])[O:20][C:21]3[CH:26]=[CH:25][CH:24]=[CH:23][CH:22]=3)=[CH:9][C:4]=2[N:3]=[N:2]1. The yield is 0.570. (7) The reactants are [CH:1]1([CH:7]=O)[CH2:6][CH2:5][CH2:4][CH2:3][CH2:2]1.[CH:9]([Mg]Br)=C.[C:13]([O:21]CC)(=[O:20])[CH2:14][C:15](OCC)=O.[OH-].[K+]. The catalyst is C1COCC1.CCOCC.CCO. The product is [CH:1]1(/[CH:7]=[CH:9]/[CH2:15][CH2:14][C:13]([OH:21])=[O:20])[CH2:2][CH2:3][CH2:4][CH2:5][CH2:6]1. The yield is 0.310. (8) The reactants are [Si:1]([O:8]S(C(F)(F)F)(=O)=O)([C:4]([CH3:7])([CH3:6])[CH3:5])([CH3:3])[CH3:2].C(N(CC)CC)C.[CH2:23]([C:26]1([CH:30](O)[CH2:31][C:32]#[CH:33])[CH2:29][CH2:28][CH2:27]1)[CH2:24][CH3:25].C([O-])(O)=O.[Na+]. The catalyst is C(Cl)Cl. The product is [C:4]([Si:1]([CH3:3])([CH3:2])[O:8][CH:30]([C:26]1([CH2:23][CH2:24][CH3:25])[CH2:27][CH2:28][CH2:29]1)[CH2:31][C:32]#[CH:33])([CH3:7])([CH3:6])[CH3:5]. The yield is 1.00.